From a dataset of Reaction yield outcomes from USPTO patents with 853,638 reactions. Predict the reaction yield, written as a fraction of the theoretical maximum amount of product (1.0 means a 100% yield; for example, 0.34 means a 34% yield). (1) The reactants are Br[CH2:2][CH2:3][CH2:4][CH2:5][N:6]1[C:10](=[O:11])[C:9]2=[CH:12][CH:13]=[CH:14][CH:15]=[C:8]2[C:7]1=[O:16].[C:17]([NH:24][OH:25])([O:19][C:20]([CH3:23])([CH3:22])[CH3:21])=[O:18].C1CCN2C(=NCCC2)CC1.Cl. The catalyst is O.CC#N. The product is [C:20]([O:19][C:17]([NH:24][O:25][CH2:2][CH2:3][CH2:4][CH2:5][N:6]1[C:10](=[O:11])[C:9]2=[CH:12][CH:13]=[CH:14][CH:15]=[C:8]2[C:7]1=[O:16])=[O:18])([CH3:23])([CH3:22])[CH3:21]. The yield is 0.800. (2) The reactants are [F:1][C:2]1[C:10]2[NH:9][N:8]=[CH:7][C:6]=2[C:5]([CH:11]=[O:12])=[CH:4][CH:3]=1.[H-].[Na+].[C:15]1([S:21](Cl)(=[O:23])=[O:22])[CH:20]=[CH:19][CH:18]=[CH:17][CH:16]=1. The catalyst is C1COCC1. The product is [C:15]1([S:21]([N:9]2[C:10]3[C:2]([F:1])=[CH:3][CH:4]=[C:5]([CH:11]=[O:12])[C:6]=3[CH:7]=[N:8]2)(=[O:23])=[O:22])[CH:20]=[CH:19][CH:18]=[CH:17][CH:16]=1. The yield is 0.830.